From a dataset of Peptide-MHC class I binding affinity with 185,985 pairs from IEDB/IMGT. Regression. Given a peptide amino acid sequence and an MHC pseudo amino acid sequence, predict their binding affinity value. This is MHC class I binding data. (1) The peptide sequence is FATVGIFAL. The MHC is HLA-A24:02 with pseudo-sequence HLA-A24:02. The binding affinity (normalized) is 0.0118. (2) The peptide sequence is AIMATIQRK. The binding affinity (normalized) is 0.855. The MHC is HLA-A11:01 with pseudo-sequence HLA-A11:01. (3) The peptide sequence is PCPKPHRLNH. The MHC is HLA-A68:01 with pseudo-sequence HLA-A68:01. The binding affinity (normalized) is 0. (4) The peptide sequence is FRKAQIQGL. The MHC is HLA-A31:01 with pseudo-sequence HLA-A31:01. The binding affinity (normalized) is 0. (5) The peptide sequence is MLKHVVWAA. The MHC is Mamu-A2601 with pseudo-sequence Mamu-A2601. The binding affinity (normalized) is 0.174. (6) The peptide sequence is EQFWCGIPY. The MHC is HLA-B35:01 with pseudo-sequence HLA-B35:01. The binding affinity (normalized) is 1.00. (7) The peptide sequence is LLKLWIDKV. The MHC is HLA-B07:02 with pseudo-sequence HLA-B07:02. The binding affinity (normalized) is 0.0847. (8) The peptide sequence is LSEEANWAF. The binding affinity (normalized) is 0.0847. The MHC is HLA-A02:03 with pseudo-sequence HLA-A02:03.